This data is from Peptide-MHC class I binding affinity with 185,985 pairs from IEDB/IMGT. The task is: Regression. Given a peptide amino acid sequence and an MHC pseudo amino acid sequence, predict their binding affinity value. This is MHC class I binding data. (1) The peptide sequence is GMMMGMFNML. The binding affinity (normalized) is 0.430. The MHC is HLA-A02:03 with pseudo-sequence HLA-A02:03. (2) The peptide sequence is NRYGVAYVY. The MHC is HLA-B08:01 with pseudo-sequence HLA-B08:01. The binding affinity (normalized) is 0.0847. (3) The peptide sequence is LLPYPIAGC. The MHC is HLA-A11:01 with pseudo-sequence HLA-A11:01. The binding affinity (normalized) is 0.0847. (4) The peptide sequence is FLQRTDLSY. The MHC is HLA-B08:01 with pseudo-sequence HLA-B08:01. The binding affinity (normalized) is 0.213. (5) The peptide sequence is RTYSLLNRK. The binding affinity (normalized) is 0.0847. The MHC is HLA-B51:01 with pseudo-sequence HLA-B51:01.